The task is: Predict the product of the given reaction.. This data is from Forward reaction prediction with 1.9M reactions from USPTO patents (1976-2016). (1) Given the reactants [C:1]([C:3]1[CH:8]=[CH:7][C:6]([C:9]2[N:14]=[C:13]([CH:15]=O)[CH:12]=[CH:11][CH:10]=2)=[CH:5][CH:4]=1)#[N:2].[NH2:17][C:18]1[CH:19]=[C:20]([CH:23]=[CH:24][C:25]=1[NH2:26])[C:21]#[N:22].C1(=O)C=CC(=O)C=C1, predict the reaction product. The product is: [C:21]([C:20]1[CH:23]=[CH:24][C:25]2[N:26]=[C:15]([C:13]3[CH:12]=[CH:11][CH:10]=[C:9]([C:6]4[CH:7]=[CH:8][C:3]([C:1]#[N:2])=[CH:4][CH:5]=4)[N:14]=3)[NH:17][C:18]=2[CH:19]=1)#[N:22]. (2) Given the reactants [CH3:1][CH:2]([CH2:4][CH:5]([NH:31][C:32]([CH2:34][NH:35][C:36]([CH:38]([NH:47][C:48]([CH:50]([NH:53][C:54]([CH:56]([NH:67][C:68]([CH:70]([NH:77][C:78]([CH:80]1[NH:85][C:83](=[O:84])[CH2:82][CH2:81]1)=[O:79])[CH2:71][C:72]1[NH:76][CH:75]=[N:74][CH:73]=1)=[O:69])[CH2:57][C:58]1[C:66]2[C:61](=[CH:62][CH:63]=[CH:64][CH:65]=2)[NH:60][CH:59]=1)=[O:55])[CH2:51][OH:52])=[O:49])[CH2:39][C:40]1[CH:45]=[CH:44][C:43]([OH:46])=[CH:42][CH:41]=1)=[O:37])=[O:33])[C:6]([NH:8][CH:9]([C:17]([N:19]1[CH:23]([C:24]([NH:26][CH2:27][C:28]([NH2:30])=[O:29])=[O:25])[CH2:22][CH2:21][CH2:20]1)=[O:18])[CH2:10][CH2:11][CH2:12][N:13]=[C:14]([NH2:16])[NH2:15])=[O:7])[CH3:3].[CH2:86]([OH:119])[CH2:87][O:88][CH2:89][CH2:90][O:91][CH2:92][CH2:93][O:94][CH2:95][CH2:96][O:97][CH2:98][CH2:99][O:100][CH2:101][CH2:102][O:103][CH2:104][CH2:105][O:106][CH2:107][CH2:108][O:109][CH2:110][CH2:111][O:112][CH2:113][CH2:114][O:115][CH2:116][CH2:117][OH:118], predict the reaction product. The product is: [CH3:3][CH:2]([CH2:4][CH:5]([NH:31][C:32]([CH2:34][NH:35][C:36]([CH:38]([NH:47][C:48]([CH:50]([NH:53][C:54]([CH:56]([NH:67][C:68]([CH:70]([NH:77][C:78]([CH:80]1[NH:85][C:83](=[O:84])[CH2:82][CH2:81]1)=[O:79])[CH2:71][C:72]1[NH:76][CH:75]=[N:74][CH:73]=1)=[O:69])[CH2:57][C:58]1[C:66]2[C:61](=[CH:62][CH:63]=[CH:64][CH:65]=2)[NH:60][CH:59]=1)=[O:55])[CH2:51][OH:52])=[O:49])[CH2:39][C:40]1[CH:41]=[CH:42][C:43]([OH:46])=[CH:44][CH:45]=1)=[O:37])=[O:33])[C:6]([NH:8][CH:9]([C:17]([N:19]1[CH:23]([C:24]([NH:26][CH2:27][C:28]([NH2:30])=[O:29])=[O:25])[CH2:22][CH2:21][CH2:20]1)=[O:18])[CH2:10][CH2:11][CH2:12][N:13]=[C:14]([NH2:16])[NH2:15])=[O:7])[CH3:1].[CH2:117]([OH:118])[CH2:116][O:115][CH2:114][CH2:113][O:112][CH2:111][CH2:110][O:109][CH2:108][CH2:107][O:106][CH2:105][CH2:104][O:103][CH2:102][CH2:101][O:100][CH2:99][CH2:98][O:97][CH2:96][CH2:95][O:94][CH2:93][CH2:92][O:91][CH2:90][CH2:89][O:88][CH2:87][CH2:86][OH:119].